Dataset: TCR-epitope binding with 47,182 pairs between 192 epitopes and 23,139 TCRs. Task: Binary Classification. Given a T-cell receptor sequence (or CDR3 region) and an epitope sequence, predict whether binding occurs between them. (1) The epitope is PKYVKQNTLKLAT. The TCR CDR3 sequence is CASSREGPPDTEAFF. Result: 1 (the TCR binds to the epitope). (2) The epitope is LLMPILTLT. The TCR CDR3 sequence is CASSLTWADGGEQFF. Result: 1 (the TCR binds to the epitope). (3) The epitope is KEIDRLNEV. Result: 1 (the TCR binds to the epitope). The TCR CDR3 sequence is CAISGTGPNPDTQYF. (4) The epitope is NLSALGIFST. The TCR CDR3 sequence is CASSPTVNTYEQYF. Result: 0 (the TCR does not bind to the epitope). (5) The epitope is NQKLIANQF. The TCR CDR3 sequence is CASSYSNLGSTDTQYF. Result: 1 (the TCR binds to the epitope).